Predict the product of the given reaction. From a dataset of Forward reaction prediction with 1.9M reactions from USPTO patents (1976-2016). (1) Given the reactants ClC1C=CC2SC=C(CN3CCN(C4SC(C(O)=O)=C(C)N=4)C3=O)C=2C=1.[CH3:27][C:28]1[N:29]=[C:30]([N:36]2[CH2:40][CH2:39][N:38]([CH2:41][C:42]3[N:43]=[CH:44][O:45][C:46]=3[C:47]3[CH:52]=[CH:51][CH:50]=[CH:49][CH:48]=3)[C:37]2=[O:53])[S:31][C:32]=1[C:33](O)=[O:34].[NH2:54][CH2:55][C:56]1[CH:57]=[N:58][CH:59]=[CH:60][CH:61]=1, predict the reaction product. The product is: [CH3:27][C:28]1[N:29]=[C:30]([N:36]2[CH2:40][CH2:39][N:38]([CH2:41][C:42]3[N:43]=[CH:44][O:45][C:46]=3[C:47]3[CH:52]=[CH:51][CH:50]=[CH:49][CH:48]=3)[C:37]2=[O:53])[S:31][C:32]=1[C:33]([NH:54][CH2:55][C:56]1[CH:57]=[N:58][CH:59]=[CH:60][CH:61]=1)=[O:34]. (2) Given the reactants [CH:1](=O)[C:2]1[CH:7]=[CH:6][CH:5]=[CH:4][CH:3]=1.[C:9]([NH2:13])([CH3:12])([CH3:11])[CH3:10], predict the reaction product. The product is: [CH:1](=[N:13][C:9]([CH3:12])([CH3:11])[CH3:10])[C:2]1[CH:7]=[CH:6][CH:5]=[CH:4][CH:3]=1.